From a dataset of Forward reaction prediction with 1.9M reactions from USPTO patents (1976-2016). Predict the product of the given reaction. (1) Given the reactants [N:1]1([CH2:6][C:7]2[CH:14]=[CH:13][CH:12]=[CH:11][C:8]=2[C:9]#[N:10])[CH:5]=[CH:4][N:3]=[CH:2]1.[Li+].C[Si]([N-][Si](C)(C)C)(C)C.[CH3:25][C:26]([CH3:28])=[O:27].C(=O)(O)[O-].[Na+], predict the reaction product. The product is: [OH:27][C:26]([CH3:28])([CH3:25])[CH:6]([C:7]1[CH:14]=[CH:13][CH:12]=[CH:11][C:8]=1[C:9]#[N:10])[N:1]1[CH:5]=[CH:4][N:3]=[CH:2]1. (2) Given the reactants [Cl:1][C:2]1[CH:3]=[C:4]([CH:7]=[CH:8][C:9]=1[O:10][C:11]1[CH:16]=[CH:15][C:14]([N+:17]([O-])=O)=[CH:13][CH:12]=1)[C:5]#[N:6].O.[Cl-].[NH4+], predict the reaction product. The product is: [NH2:17][C:14]1[CH:15]=[CH:16][C:11]([O:10][C:9]2[CH:8]=[CH:7][C:4]([C:5]#[N:6])=[CH:3][C:2]=2[Cl:1])=[CH:12][CH:13]=1. (3) Given the reactants C(Cl)CCl.[Cl:5][C:6]1[CH:22]=[CH:21][C:9]([C:10]([C@@H:12]2[CH2:17][CH2:16][C@H:15]([C:18]([OH:20])=O)[CH2:14][CH2:13]2)=[O:11])=[CH:8][CH:7]=1.C1C=CC2N(O)N=NC=2C=1.Cl.[CH3:34][NH:35][O:36][CH3:37].C(N(CC)CC)C, predict the reaction product. The product is: [CH3:37][O:36][N:35]([CH3:34])[C:18]([C@H:15]1[CH2:14][CH2:13][C@@H:12]([C:10](=[O:11])[C:9]2[CH:8]=[CH:7][C:6]([Cl:5])=[CH:22][CH:21]=2)[CH2:17][CH2:16]1)=[O:20]. (4) The product is: [OH:25][CH2:24][C@H:13]1[CH2:12][N:11]([C:9]([O:8][CH2:1][C:2]2[CH:3]=[CH:4][CH:5]=[CH:6][CH:7]=2)=[O:10])[CH2:16][CH2:15][N:14]1[C:17]([O:19][C:20]([CH3:23])([CH3:22])[CH3:21])=[O:18]. Given the reactants [CH2:1]([O:8][C:9]([N:11]1[CH2:16][CH2:15][N:14]([C:17]([O:19][C:20]([CH3:23])([CH3:22])[CH3:21])=[O:18])[C@@H:13]([C:24](O)=[O:25])[CH2:12]1)=[O:10])[C:2]1[CH:7]=[CH:6][CH:5]=[CH:4][CH:3]=1.CN1CCOCC1.ClC(OCC(C)C)=O.[BH4-].[Na+], predict the reaction product. (5) Given the reactants [Br:1][C:2]1[CH:7]=[CH:6][C:5]([C:8]([C:18]2[N:23]=[CH:22][CH:21]=[CH:20][N:19]=2)=[N:9][NH:10]C(OC(C)(C)C)=O)=[C:4](F)[CH:3]=1.N12CCCN=C1CCCCC2, predict the reaction product. The product is: [Br:1][C:2]1[CH:7]=[C:6]2[C:5]([C:8]([C:18]3[N:23]=[CH:22][CH:21]=[CH:20][N:19]=3)=[N:9][NH:10]2)=[CH:4][CH:3]=1. (6) The product is: [F:3][C:4]1[CH:9]=[CH:8][C:7]([B:18]([OH:22])[OH:19])=[C:6]([CH3:11])[C:5]=1[CH3:12]. Given the reactants N#N.[F:3][C:4]1[CH:9]=[CH:8][C:7](Br)=[C:6]([CH3:11])[C:5]=1[CH3:12].C([Li])CCC.[B:18](OCC)([O:22]CC)[O:19]CC.Cl, predict the reaction product. (7) Given the reactants [CH2:1]([O:3][C:4]1[CH:10]=[CH:9][C:7]([NH2:8])=[CH:6][CH:5]=1)[CH3:2].C(N(CC)CC)C.[C:18](OC(=O)C)(=[O:20])[CH3:19].Cl, predict the reaction product. The product is: [CH2:1]([O:3][C:4]1[CH:10]=[CH:9][C:7]([NH:8][C:18](=[O:20])[CH3:19])=[CH:6][CH:5]=1)[CH3:2]. (8) Given the reactants C[O-].[Na+].C([O:6][C:7]([C:9]1[C:18](=[O:19])[C:17]2[C:12](=[N:13][C:14]([O:30][CH3:31])=[C:15]([CH2:20][CH2:21][C:22]3[CH:27]=[CH:26][C:25]([F:28])=[CH:24][C:23]=3[F:29])[CH:16]=2)[N:11]([C@H:32]([C:36](C)(C)[O:37][SiH2]C(C)(C)C)[CH:33]([CH3:35])[CH3:34])[CH:10]=1)=[O:8])C, predict the reaction product. The product is: [F:29][C:23]1[CH:24]=[C:25]([F:28])[CH:26]=[CH:27][C:22]=1[CH2:21][CH2:20][C:15]1[CH:16]=[C:17]2[C:12](=[N:13][C:14]=1[O:30][CH3:31])[N:11]([C@@H:32]([CH:33]([CH3:35])[CH3:34])[CH2:36][OH:37])[CH:10]=[C:9]([C:7]([OH:8])=[O:6])[C:18]2=[O:19]. (9) Given the reactants [NH2:1][C:2]1[CH:31]=[CH:30][C:5]2[NH:6][C:7]([C:12]3[C:13](=[O:29])[C:14]([CH2:24][CH2:25][CH:26]4[CH2:28][CH2:27]4)([CH3:23])[C:15]4[C:20]([C:21]=3[OH:22])=[CH:19][CH:18]=[CH:17][CH:16]=4)=[N:8][S:9](=[O:11])(=[O:10])[C:4]=2[CH:3]=1.C(N(CC)C(C)C)(C)C.[C:41]([O:45][C:46](=[O:52])[CH2:47][S:48](Cl)(=[O:50])=[O:49])([CH3:44])([CH3:43])[CH3:42], predict the reaction product. The product is: [CH:26]1([CH2:25][CH2:24][C:14]2([CH3:23])[C:15]3[C:20](=[CH:19][CH:18]=[CH:17][CH:16]=3)[C:21]([OH:22])=[C:12]([C:7]3[NH:6][C:5]4[CH:30]=[CH:31][C:2]([NH:1][S:48]([CH2:47][C:46]([O:45][C:41]([CH3:44])([CH3:43])[CH3:42])=[O:52])(=[O:50])=[O:49])=[CH:3][C:4]=4[S:9](=[O:11])(=[O:10])[N:8]=3)[C:13]2=[O:29])[CH2:28][CH2:27]1.